Task: Predict the reactants needed to synthesize the given product.. Dataset: Full USPTO retrosynthesis dataset with 1.9M reactions from patents (1976-2016) (1) The reactants are: C(O[CH:4]=[C:5]([C:8]#[N:9])[C:6]#[N:7])C.[Cl:10][C:11]1[CH:17]=[CH:16][C:14]([NH2:15])=[CH:13][CH:12]=1. Given the product [Cl:10][C:11]1[CH:17]=[CH:16][C:14]([NH:15][CH:4]=[C:5]([C:8]#[N:9])[C:6]#[N:7])=[CH:13][CH:12]=1, predict the reactants needed to synthesize it. (2) Given the product [NH2:1][C:2]1[N:3]=[C:4]([NH:17][C:18]2[CH:26]=[CH:25][C:21]([C:22]([NH:32][CH2:31][CH2:30][N:29]([CH3:33])[CH3:28])=[O:23])=[C:20]([Cl:27])[CH:19]=2)[S:5][C:6]=1[C:7](=[O:16])[C:8]1[C:9]([F:15])=[CH:10][CH:11]=[CH:12][C:13]=1[F:14], predict the reactants needed to synthesize it. The reactants are: [NH2:1][C:2]1[N:3]=[C:4]([NH:17][C:18]2[CH:26]=[CH:25][C:21]([C:22](O)=[O:23])=[C:20]([Cl:27])[CH:19]=2)[S:5][C:6]=1[C:7](=[O:16])[C:8]1[C:13]([F:14])=[CH:12][CH:11]=[CH:10][C:9]=1[F:15].[CH3:28][N:29]([CH3:33])[CH2:30][CH2:31][NH2:32]. (3) The reactants are: Cl[C:2]1[N:7]=[C:6]([NH:8][C:9]2[CH:14]=[CH:13][CH:12]=[CH:11][C:10]=2[S:15]([CH:18]([CH3:20])[CH3:19])(=[O:17])=[O:16])[C:5]([Cl:21])=[CH:4][N:3]=1.[CH3:22][P:23]([C:26]1[CH:32]=[CH:31][C:29]([NH2:30])=[CH:28][CH:27]=1)([CH3:25])=[O:24].Cl.C(=O)(O)[O-].[Na+]. Given the product [Cl:21][C:5]1[C:6]([NH:8][C:9]2[CH:14]=[CH:13][CH:12]=[CH:11][C:10]=2[S:15]([CH:18]([CH3:20])[CH3:19])(=[O:17])=[O:16])=[N:7][C:2]([NH:30][C:29]2[CH:28]=[CH:27][C:26]([P:23]([CH3:25])([CH3:22])=[O:24])=[CH:32][CH:31]=2)=[N:3][CH:4]=1, predict the reactants needed to synthesize it. (4) Given the product [CH3:1][C:2]1[C:7]([NH:8][C:9]([C:11]2[CH:12]=[CH:13][C:14]3[C@@:20]4([CH2:31][C:32]5[CH:37]=[CH:36][CH:35]=[CH:34][CH:33]=5)[CH2:21][C@H:96]([OH:95])[C@@:97]([OH:92])([C:49]5[CH:50]=[CH:51][CH:52]=[CH:53][CH:76]=5)[CH2:24][C@H:19]4[CH2:18][CH2:17][CH2:16][C:15]=3[CH:38]=2)=[O:10])=[CH:6][CH:5]=[CH:4][N:3]=1.[CH3:39][C:40]1[C:45]([NH:46][C:47]([C:49]2[CH:50]=[CH:51][C:52]3[C@:58]4([CH2:69][C:70]5[CH:75]=[CH:74][CH:73]=[CH:72][CH:71]=5)[CH2:59][C@@H:96]([OH:95])[C@:97]([OH:92])([C:11]5[CH:12]=[CH:13][CH:14]=[CH:15][CH:38]=5)[CH2:62][C@@H:57]4[CH2:56][CH2:55][CH2:54][C:53]=3[CH:76]=2)=[O:48])=[CH:44][CH:43]=[CH:42][N:41]=1, predict the reactants needed to synthesize it. The reactants are: [CH3:1][C:2]1[C:7]([NH:8][C:9]([C:11]2[CH:12]=[CH:13][C:14]3[C@:20]4([CH2:31][C:32]5[CH:37]=[CH:36][CH:35]=[CH:34][CH:33]=5)[CH2:21]C=C(C5C=CC=CC=5)[CH2:24][C@@H:19]4[CH2:18][CH2:17][CH2:16][C:15]=3[CH:38]=2)=[O:10])=[CH:6][CH:5]=[CH:4][N:3]=1.[CH3:39][C:40]1[C:45]([NH:46][C:47]([C:49]2[CH:50]=[CH:51][C:52]3[C@@:58]4([CH2:69][C:70]5[CH:75]=[CH:74][CH:73]=[CH:72][CH:71]=5)[CH2:59]C=C(C5C=CC=CC=5)[CH2:62][C@H:57]4[CH2:56][CH2:55][CH2:54][C:53]=3[CH:76]=2)=[O:48])=[CH:44][CH:43]=[CH:42][N:41]=1.C[N+]1([O-])CCOCC1.S([O-])([O-])(=O)=S.[Na+].[Na+].[O:92]1[CH2:97][CH2:96][O:95]CC1. (5) Given the product [CH3:21][O:22][CH2:23][C:24]#[C:25][C:2]1[N:10]=[C:9]2[C:5]([N:6]([CH2:13][O:14][CH2:15][CH2:16][Si:17]([CH3:20])([CH3:19])[CH3:18])[C:7](=[O:12])[N:8]2[CH3:11])=[CH:4][N:3]=1, predict the reactants needed to synthesize it. The reactants are: Cl[C:2]1[N:10]=[C:9]2[C:5]([N:6]([CH2:13][O:14][CH2:15][CH2:16][Si:17]([CH3:20])([CH3:19])[CH3:18])[C:7](=[O:12])[N:8]2[CH3:11])=[CH:4][N:3]=1.[CH3:21][O:22][CH2:23][C:24]#[CH:25].C(=O)([O-])[O-].[K+].[K+].C1(P(C2CCCCC2)C2C=CC=CC=2C2C(C(C)C)=CC(C(C)C)=CC=2C(C)C)CCCCC1. (6) Given the product [Cl:16][C:17]1[C:18]([F:27])=[CH:19][C:20]([F:26])=[C:21]([C:2]2[CH:7]=[C:6]([NH2:8])[CH:5]=[CH:4][N:3]=2)[CH:22]=1, predict the reactants needed to synthesize it. The reactants are: Br[C:2]1[CH:7]=[C:6]([NH:8]C(=O)OC(C)(C)C)[CH:5]=[CH:4][N:3]=1.[Cl:16][C:17]1[C:18]([F:27])=[CH:19][C:20]([F:26])=[C:21](B(O)O)[CH:22]=1.C([O-])([O-])=O.[Na+].[Na+].FC(F)(F)C(O)=O.